This data is from Full USPTO retrosynthesis dataset with 1.9M reactions from patents (1976-2016). The task is: Predict the reactants needed to synthesize the given product. (1) The reactants are: Br[C:2]1[CH:7]=[CH:6][C:5]([CH:8]([C:10]2([C:13]([F:16])([F:15])[F:14])[CH2:12][CH2:11]2)[OH:9])=[C:4]([Cl:17])[C:3]=1[Cl:18].[F:19][C:20]1([F:43])[CH2:25][CH2:24][N:23]([C:26]([C:28]2[N:29]=[C:30]([C:33]([N:35](C(=O)C(O)(C)C)[NH2:36])=[O:34])[S:31][CH:32]=2)=[O:27])[CH2:22][CH2:21]1.[CH3:56][CH:55]([O:54]C1C=CC=C([O:54][CH:55]([CH3:57])[CH3:56])C=1C1C(P(C2CCCCC2)C2CCCCC2)=CC=CC=1)[CH3:57].[CH3:77]C([O-])=O.[K+].C(O)(=O)C(C)(C)C. Given the product [Cl:18][C:3]1[C:4]([Cl:17])=[C:5]([CH:8]([OH:9])[C:10]2([C:13]([F:16])([F:15])[F:14])[CH2:12][CH2:11]2)[CH:6]=[CH:7][C:2]=1[C:32]1[S:31][C:30]([C:33]2[O:34][C:56]([C:55]([OH:54])([CH3:57])[CH3:77])=[N:36][N:35]=2)=[N:29][C:28]=1[C:26]([N:23]1[CH2:22][CH2:21][C:20]([F:19])([F:43])[CH2:25][CH2:24]1)=[O:27], predict the reactants needed to synthesize it. (2) Given the product [Br:7][C:8]1[CH:9]=[CH:10][C:11]2[C@@:17]3([CH:26]=[CH2:30])[CH2:18][CH2:19][C:20]4([CH2:25][C@H:16]3[CH2:15][CH2:14][O:13][C:12]=2[CH:28]=1)[O:24][CH2:23][CH2:22][O:21]4.[Br:29][C:30]1[CH:31]=[CH:32][C:33]2[C@:39]3([CH:48]=[CH2:1])[CH2:40][CH2:41][C:42]4([CH2:47][C@@H:38]3[CH2:37][CH2:36][O:35][C:34]=2[CH:50]=1)[O:46][CH2:45][CH2:44][O:43]4, predict the reactants needed to synthesize it. The reactants are: [CH3:1]S(C)=O.[H-].[Na+].[Br:7][C:8]1[CH:9]=[CH:10][C:11]2[C@@:17]3([CH:26]=O)[CH2:18][CH2:19][C:20]4([CH2:25][C@H:16]3[CH2:15][CH2:14][O:13][C:12]=2[CH:28]=1)[O:24][CH2:23][CH2:22][O:21]4.[Br:29][C:30]1[CH:31]=[CH:32][C:33]2[C@:39]3([CH:48]=O)[CH2:40][CH2:41][C:42]4([CH2:47][C@@H:38]3[CH2:37][CH2:36][O:35][C:34]=2[CH:50]=1)[O:46][CH2:45][CH2:44][O:43]4.O. (3) The reactants are: BrBr.[C:3]1([C:9]2[CH:10]([C:16]3[CH:21]=[CH:20][N:19]=[CH:18][CH:17]=3)[CH2:11][C:12](=[O:15])[NH:13][N:14]=2)[CH:8]=[CH:7][CH:6]=[CH:5][CH:4]=1.C(=O)(O)[O-].[Na+]. Given the product [C:3]1([C:9]2[N:14]=[N:13][C:12]([OH:15])=[CH:11][C:10]=2[C:16]2[CH:17]=[CH:18][N:19]=[CH:20][CH:21]=2)[CH:4]=[CH:5][CH:6]=[CH:7][CH:8]=1, predict the reactants needed to synthesize it. (4) The reactants are: Br[CH2:2][CH2:3][CH2:4][C:5]1[CH:10]=[CH:9][C:8]([NH:11][C:12]#[N:13])=[CH:7][CH:6]=1.[CH3:14][N:15]1[C:19]([C:20]#[N:21])=CC=C1B(O)O.C(=O)([O-])[O-].[K+].[K+].[C:31](P(C(C)(C)C)C(C)(C)C)(C)([CH3:33])[CH3:32].[Br-]. Given the product [C:20]([C:19]1[N:15]([CH3:14])[C:4]([C:5]2[CH:10]=[CH:9][C:8]([NH:11][C:12]#[N:13])=[C:7]([CH2:32][CH2:31][CH3:33])[CH:6]=2)=[CH:3][CH:2]=1)#[N:21], predict the reactants needed to synthesize it. (5) Given the product [F:17][C:15]([F:16])([F:18])[C:12]1[CH:13]=[C:14]2[C:9](=[CH:10][CH:11]=1)[NH:8][CH:7]=[C:6]2[CH2:5][CH2:4][NH2:1], predict the reactants needed to synthesize it. The reactants are: [N:1]([CH2:4][CH2:5][C:6]1[C:14]2[C:9](=[CH:10][CH:11]=[C:12]([C:15]([F:18])([F:17])[F:16])[CH:13]=2)[NH:8][C:7]=1[Si](CC)(CC)CC)=[N+]=[N-].C1(P(C2C=CC=CC=2)C2C=CC=CC=2)C=CC=CC=1. (6) Given the product [NH2:15][C:12]1[CH:13]=[CH:14][C:9]([O:8][C:7]2[CH:6]=[CH:5][C:4]([NH:18][C:19](=[O:25])[O:20][C:21]([CH3:22])([CH3:23])[CH3:24])=[CH:3][C:2]=2[F:1])=[N:10][CH:11]=1, predict the reactants needed to synthesize it. The reactants are: [F:1][C:2]1[CH:3]=[C:4]([NH:18][C:19](=[O:25])[O:20][C:21]([CH3:24])([CH3:23])[CH3:22])[CH:5]=[CH:6][C:7]=1[O:8][C:9]1[CH:14]=[CH:13][C:12]([N+:15]([O-])=O)=[CH:11][N:10]=1. (7) Given the product [Br:47][C:22]1[C:21](=[O:38])[N:20]2[C:25]([O:26][C@H:27]3[CH2:33][N:30]([C:31](=[O:32])[C@H:6]([CH:1]4[CH2:2][CH2:3][CH2:4][CH2:5]4)[NH:7][C:8](=[O:39])[O:9][C@H:10]4[C@H:14]([CH2:15][CH2:16][CH2:17][CH2:18][CH2:19]2)[CH2:13][CH2:12][CH2:11]4)[C@H:29]([C:34]([O:36][CH3:37])=[O:35])[CH2:28]3)=[CH:24][CH:23]=1, predict the reactants needed to synthesize it. The reactants are: [CH:1]1([C@H:6]2[C:31](=[O:32])[N:30]3[CH2:33][C@@H:27]([CH2:28][C@H:29]3[C:34]([O:36][CH3:37])=[O:35])[O:26][C:25]3[N:20]([C:21](=[O:38])[CH:22]=[CH:23][CH:24]=3)[CH2:19][CH2:18][CH2:17][CH2:16][CH2:15][C@H:14]3[C@@H:10]([CH2:11][CH2:12][CH2:13]3)[O:9][C:8](=[O:39])[NH:7]2)[CH2:5][CH2:4][CH2:3][CH2:2]1.C1C(=O)N([Br:47])C(=O)C1. (8) Given the product [NH2:10][CH:7]1[CH2:8][CH2:9][N:4]([CH2:3][CH2:2][OH:1])[CH2:5][CH2:6]1, predict the reactants needed to synthesize it. The reactants are: [OH:1][CH2:2][CH2:3][N:4]1[CH2:9][CH2:8][CH:7]([NH:10]C(=O)OC(C)(C)C)[CH2:6][CH2:5]1.Cl. (9) Given the product [NH2:1][C:2]1[N:10]=[CH:9][N:8]=[C:7]2[C:3]=1[N:4]=[CH:5][N:6]2[C:11]1[CH:16]=[C:15]([Cl:17])[CH:14]=[CH:13][C:12]=1[O:18][C:33]1[C:34]([F:36])=[CH:35][C:30]([S:27]([NH:26][C:39]2[S:43][N:42]=[CH:41][N:40]=2)(=[O:28])=[O:29])=[C:31]([F:38])[CH:32]=1, predict the reactants needed to synthesize it. The reactants are: [NH2:1][C:2]1[N:10]=[CH:9][N:8]=[C:7]2[C:3]=1[N:4]=[CH:5][N:6]2[C:11]1[CH:16]=[C:15]([Cl:17])[CH:14]=[CH:13][C:12]=1[OH:18].[H-].[Na+].COC1C=C(OC)C=CC=1C[N:26]([C:39]1[S:43][N:42]=[CH:41][N:40]=1)[S:27]([C:30]1[CH:35]=[C:34]([F:36])[C:33](F)=[CH:32][C:31]=1[F:38])(=[O:29])=[O:28]. (10) The reactants are: [CH2:1]([O:8][C:9]1[CH:10]=[C:11]([C:23](=[O:43])[CH:24]([C:29]2[CH:34]=[CH:33][C:32]([O:35][CH2:36][C:37]3[CH:42]=[CH:41][CH:40]=[CH:39][CH:38]=3)=[CH:31][CH:30]=2)C(OC)=O)[CH:12]=[C:13]([O:15][CH2:16][C:17]2[CH:22]=[CH:21][CH:20]=[CH:19][CH:18]=2)[CH:14]=1)[C:2]1[CH:7]=[CH:6][CH:5]=[CH:4][CH:3]=1.B(O)(O)O. Given the product [CH2:16]([O:15][C:13]1[CH:12]=[C:11]([C:23](=[O:43])[CH2:24][C:29]2[CH:30]=[CH:31][C:32]([O:35][CH2:36][C:37]3[CH:38]=[CH:39][CH:40]=[CH:41][CH:42]=3)=[CH:33][CH:34]=2)[CH:10]=[C:9]([O:8][CH2:1][C:2]2[CH:7]=[CH:6][CH:5]=[CH:4][CH:3]=2)[CH:14]=1)[C:17]1[CH:22]=[CH:21][CH:20]=[CH:19][CH:18]=1, predict the reactants needed to synthesize it.